From a dataset of Reaction yield outcomes from USPTO patents with 853,638 reactions. Predict the reaction yield, written as a fraction of the theoretical maximum amount of product (1.0 means a 100% yield; for example, 0.34 means a 34% yield). (1) The reactants are [Cl:1][C:2]1[N:3]=[C:4]([C:9]2[CH:10]=[N:11][CH:12]=[CH:13][CH:14]=2)[S:5][C:6]=1[NH:7][CH3:8].N1C=CC=CC=1.[CH3:21][CH:22]([CH2:26][S:27][CH3:28])[C:23](Cl)=[O:24]. The catalyst is ClC(Cl)C.O. The product is [Cl:1][C:2]1[N:3]=[C:4]([C:9]2[CH:10]=[N:11][CH:12]=[CH:13][CH:14]=2)[S:5][C:6]=1[N:7]([CH3:8])[C:23](=[O:24])[CH:22]([CH3:21])[CH2:26][S:27][CH3:28]. The yield is 0.840. (2) The reactants are [F:1][C:2]1[C:3]([NH:23][C:24]2[CH:29]=[CH:28][C:27]([I:30])=[CH:26][C:25]=2[F:31])=[C:4]([C:9]([N:11]2[CH2:14][CH:13]([NH:15]C(=O)OC(C)(C)C)[CH2:12]2)=[O:10])[CH:5]=[CH:6][C:7]=1[F:8].FC(F)(F)C(O)=O. The catalyst is ClCCl. The product is [F:1][C:2]1[C:3]([NH:23][C:24]2[CH:29]=[CH:28][C:27]([I:30])=[CH:26][C:25]=2[F:31])=[C:4]([C:9]([N:11]2[CH2:14][CH:13]([NH2:15])[CH2:12]2)=[O:10])[CH:5]=[CH:6][C:7]=1[F:8]. The yield is 0.950. (3) The reactants are [Br:1][C:2]1[CH:3]=[C:4]([C:16]([O:18][CH3:19])=[O:17])[C:5]2[C:6]([CH:14]=O)=[CH:7][N:8]([CH:11]([CH3:13])[CH3:12])[C:9]=2[CH:10]=1.C1(C)C=CC(S(=O)=O)=CC=1.S1(CCCC1)(=O)=O.C([BH3-])#N.[Na+]. The catalyst is CN(C=O)C.O. The product is [Br:1][C:2]1[CH:3]=[C:4]([C:16]([O:18][CH3:19])=[O:17])[C:5]2[C:6]([CH3:14])=[CH:7][N:8]([CH:11]([CH3:12])[CH3:13])[C:9]=2[CH:10]=1. The yield is 0.892. (4) The reactants are [F:1][C:2]1[CH:24]=[CH:23][C:5]([O:6][CH2:7][C:8]2[N:9]=[C:10]3[S:17][C:16]([CH3:18])=[C:15]([C:19](=[O:22])[CH2:20][CH3:21])[N:11]3[C:12](=[O:14])[CH:13]=2)=[CH:4][CH:3]=1.[BH4-].[Na+]. The catalyst is CO. The product is [F:1][C:2]1[CH:3]=[CH:4][C:5]([O:6][CH2:7][C:8]2[N:9]=[C:10]3[S:17][C:16]([CH3:18])=[C:15]([CH:19]([OH:22])[CH2:20][CH3:21])[N:11]3[C:12](=[O:14])[CH:13]=2)=[CH:23][CH:24]=1. The yield is 0.210.